This data is from Full USPTO retrosynthesis dataset with 1.9M reactions from patents (1976-2016). The task is: Predict the reactants needed to synthesize the given product. Given the product [CH3:15][N:5]1[CH:4]=[C:3]2[C:7]([CH:8]=[C:9]([C:11]([O:13][CH3:14])=[O:12])[CH:10]=[C:2]2[O:1][C:17]2[CH:22]=[N:21][C:20]([N:23]([CH3:27])[C:24](=[O:26])[CH3:25])=[CH:19][N:18]=2)=[N:6]1, predict the reactants needed to synthesize it. The reactants are: [OH:1][C:2]1[C:3]2[C:7]([CH:8]=[C:9]([C:11]([O:13][CH3:14])=[O:12])[CH:10]=1)=[N:6][N:5]([CH3:15])[CH:4]=2.Br[C:17]1[N:18]=[CH:19][C:20]([N:23]([CH3:27])[C:24](=[O:26])[CH3:25])=[N:21][CH:22]=1.C(=O)([O-])[O-].[K+].[K+].CC(C)(C(=O)CC(=O)C(C)(C)C)C.